Dataset: Forward reaction prediction with 1.9M reactions from USPTO patents (1976-2016). Task: Predict the product of the given reaction. (1) Given the reactants [CH:1]1[C:6]([F:7])=[CH:5][C:4]2[CH2:8][CH2:9][CH:10]([CH:12]([OH:29])[CH2:13][NH:14][CH2:15][CH:16]([OH:28])[CH:17]3[O:26][C:25]4[CH:24]=[CH:23][C:22]([F:27])=[CH:21][C:20]=4[CH2:19][CH2:18]3)[O:11][C:3]=2[CH:2]=1.[ClH:30], predict the reaction product. The product is: [CH:23]1[C:22]([F:27])=[CH:21][C:20]2[CH2:19][CH2:18][CH:17]([CH:16]([OH:28])[CH2:15][NH:14][CH2:13][CH:12]([OH:29])[CH:10]3[O:11][C:3]4[CH:2]=[CH:1][C:6]([F:7])=[CH:5][C:4]=4[CH2:8][CH2:9]3)[O:26][C:25]=2[CH:24]=1.[ClH:30]. (2) Given the reactants [CH2:1]([N:8]1[CH2:13][CH2:12][C:11]([N:20]([C:27]2[CH:32]=[CH:31][CH:30]=[CH:29][CH:28]=2)[C:21](=[O:26])[C:22]([F:25])([F:24])[F:23])([C:14]2[S:15][CH:16]=[C:17]([CH3:19])[N:18]=2)[CH2:10][CH:9]1[CH3:33])[C:2]1[CH:7]=[CH:6][CH:5]=[CH:4][CH:3]=1.[C:34]([OH:41])(=[O:40])/[CH:35]=[CH:36]/[C:37]([OH:39])=[O:38], predict the reaction product. The product is: [C:34]([OH:41])(=[O:40])/[CH:35]=[CH:36]/[C:37]([OH:39])=[O:38].[CH2:1]([N:8]1[CH2:13][CH2:12][C:11]([N:20]([C:27]2[CH:28]=[CH:29][CH:30]=[CH:31][CH:32]=2)[C:21](=[O:26])[C:22]([F:23])([F:24])[F:25])([C:14]2[S:15][CH:16]=[C:17]([CH3:19])[N:18]=2)[CH2:10][CH:9]1[CH3:33])[C:2]1[CH:7]=[CH:6][CH:5]=[CH:4][CH:3]=1. (3) Given the reactants [CH3:1][CH:2]([CH3:24])[CH2:3][CH:4]([C:8]1[CH:9]=[C:10](C2C=CC=CC=2)[CH:11]=[C:12](C(F)(F)F)[CH:13]=1)[C:5]([OH:7])=[O:6].[F:25][C:26]([F:39])([F:38])[C:27]1[CH:32]=[CH:31][C:30](/[CH:33]=[CH:34]/B(O)O)=[CH:29][CH:28]=1, predict the reaction product. The product is: [CH3:24][CH:2]([CH3:1])[CH2:3][CH:4]([C:8]1[CH:9]=[C:10]([C:30]2[CH:31]=[CH:32][C:27]([C:26]([F:39])([F:38])[F:25])=[CH:28][CH:29]=2)[CH:11]=[C:12]([CH:34]=[CH:33][C:30]2[CH:31]=[CH:32][C:27]([C:26]([F:39])([F:38])[F:25])=[CH:28][CH:29]=2)[CH:13]=1)[C:5]([OH:7])=[O:6]. (4) Given the reactants [S:1]1[CH2:5][CH2:4][CH2:3][CH2:2]1.[Br:6][CH2:7][C:8](=O)[C:9]([CH3:12])([CH3:11])[CH3:10].CC(C)=[O:16], predict the reaction product. The product is: [Br-:6].[CH3:10][C:9]1([CH3:12])[CH2:8][CH2:7][S+:1]([CH2:2][C:3](=[O:16])[CH2:4][CH3:5])[CH2:11]1. (5) Given the reactants [Br:1][C:2]1[C:3]([CH3:8])=[N:4][O:5][C:6]=1[NH2:7].[H-].[Na+].[CH2:11]([C:13]1[S:17][C:16]2[CH:18]=[CH:19][CH:20]=[CH:21][C:15]=2[C:14]=1[S:22](Cl)(=[O:24])=[O:23])[CH3:12], predict the reaction product. The product is: [Br:1][C:2]1[C:3]([CH3:8])=[N:4][O:5][C:6]=1[NH:7][S:22]([C:14]1[C:15]2[CH:21]=[CH:20][CH:19]=[CH:18][C:16]=2[S:17][C:13]=1[CH2:11][CH3:12])(=[O:23])=[O:24]. (6) The product is: [NH2:18][C:14]1[CH:13]=[C:12]([NH:19][C:2]2[C:10]3[C:5](=[CH:6][CH:7]=[CH:8][CH:9]=3)[C:4](=[O:11])[NH:3][N:1]=2)[CH:17]=[CH:16][CH:15]=1. Given the reactants [NH:1]=[C:2]1[C:10]2[C:5](=[CH:6][CH:7]=[CH:8][CH:9]=2)[C:4](=[O:11])[NH:3]1.[C:12]1([NH2:19])[CH:17]=[CH:16][CH:15]=[C:14]([NH2:18])[CH:13]=1.O.NN, predict the reaction product. (7) Given the reactants [CH2:1]([C:3]1[O:7][C:6]([C:8]2[CH:9]=[C:10]([C:24]#[N:25])[C:11](=[O:23])[N:12](COCC[Si](C)(C)C)[C:13]=2[CH3:14])=[N:5][CH:4]=1)[CH3:2], predict the reaction product. The product is: [CH2:1]([C:3]1[O:7][C:6]([C:8]2[CH:9]=[C:10]([C:24]#[N:25])[C:11](=[O:23])[NH:12][C:13]=2[CH3:14])=[N:5][CH:4]=1)[CH3:2]. (8) The product is: [Cl:1][C:2]1[C:3]([C:22]2[C:27]([CH3:28])=[CH:26][C:25]([CH3:29])=[CH:24][N:23]=2)=[C:4]([F:31])[C:5]([N:8]2[CH2:9][CH2:10][CH:11]([NH:14][C:15](=[O:21])[O:16][C:17]([CH3:18])([CH3:19])[CH3:20])[CH2:12][CH2:13]2)=[N:6][CH:7]=1. Given the reactants [Cl:1][C:2]1[C:3]([C:22]2[C:27]([CH3:28])=[CH:26][C:25]([CH3:29])=[CH:24][N:23]=2)=[CH:4][C:5]([N:8]2[CH2:13][CH2:12][CH:11]([NH:14][C:15](=[O:21])[O:16][C:17]([CH3:20])([CH3:19])[CH3:18])[CH2:10][CH2:9]2)=[N:6][CH:7]=1.[B-](F)(F)(F)[F:31].[B-](F)(F)(F)F.C1[N+]2(CCl)CC[N+](F)(CC2)C1, predict the reaction product. (9) The product is: [Cl:1][C:2]1[C:19]([F:20])=[CH:18][CH:17]=[C:4]2[C:3]=1[CH:32]([OH:33])[N:7]([C:8]([CH3:16])([C:10]1[CH:15]=[CH:14][CH:13]=[CH:12][CH:11]=1)[CH3:9])[C:5]2=[O:6]. Given the reactants [Cl:1][C:2]1[CH:3]=[C:4]([CH:17]=[CH:18][C:19]=1[F:20])[C:5]([NH:7][C:8]([CH3:16])([C:10]1[CH:15]=[CH:14][CH:13]=[CH:12][CH:11]=1)[CH3:9])=[O:6].CN(CCN(C)C)C.CN([CH:32]=[O:33])C, predict the reaction product. (10) Given the reactants [Cl:1][C:2]1[C:3]([F:9])=[C:4](I)[CH:5]=[CH:6][CH:7]=1.C([Mg]Cl)(C)C.O1CCCC1.C(OC([N:27]1[CH2:32][CH2:31][C:30](=[O:33])[CH2:29][CH2:28]1)=O)(C)(C)C.[Cl-].[NH4+].[OH-].[Na+], predict the reaction product. The product is: [Cl:1][C:2]1[C:3]([F:9])=[C:4]([C:30]2([OH:33])[CH2:31][CH2:32][NH:27][CH2:28][CH2:29]2)[CH:5]=[CH:6][CH:7]=1.